This data is from Forward reaction prediction with 1.9M reactions from USPTO patents (1976-2016). The task is: Predict the product of the given reaction. The product is: [Cl:1][C:2]1[N:7]=[C:6]([NH:8][C@H:9]([CH2:12][CH3:13])[CH2:10][OH:11])[C:5]([C:16]2[S:15][CH:19]=[CH:18][CH:17]=2)=[CH:4][N:3]=1. Given the reactants [Cl:1][C:2]1[N:7]=[C:6]([NH:8][C@H:9]([CH2:12][CH3:13])[CH2:10][OH:11])[C:5](Br)=[CH:4][N:3]=1.[S:15]1[CH:19]=[CH:18][CH:17]=[C:16]1B(O)O, predict the reaction product.